This data is from Reaction yield outcomes from USPTO patents with 853,638 reactions. The task is: Predict the reaction yield, written as a fraction of the theoretical maximum amount of product (1.0 means a 100% yield; for example, 0.34 means a 34% yield). (1) The reactants are [Br:1][C:2]1[CH:3]=[C:4]2[C:12](=[CH:13][CH:14]=1)[NH:11][C:10]1[CH:9]([NH2:15])[CH2:8][CH2:7][CH2:6][C:5]2=1.C[Si]([N:20]=[C:21]=[O:22])(C)C. The catalyst is C(O)(C)C. The product is [Br:1][C:2]1[CH:3]=[C:4]2[C:12](=[CH:13][CH:14]=1)[NH:11][C:10]1[CH:9]([NH:15][C:21]([NH2:20])=[O:22])[CH2:8][CH2:7][CH2:6][C:5]2=1. The yield is 0.400. (2) The reactants are [CH3:1][S:2](Cl)(=[O:4])=[O:3].[C:6]1([C:12]2[C:13]3[CH:22]=[CH:21][CH:20]=[CH:19][C:14]=3[S:15][C:16]=2[CH2:17][OH:18])[CH:11]=[CH:10][CH:9]=[CH:8][CH:7]=1.CCN(C(C)C)C(C)C. The catalyst is C(Cl)Cl.CS(Cl)(=O)=O. The product is [CH3:1][S:2]([O:18][CH2:17][C:16]1[S:15][C:14]2[CH:19]=[CH:20][CH:21]=[CH:22][C:13]=2[C:12]=1[C:6]1[CH:7]=[CH:8][CH:9]=[CH:10][CH:11]=1)(=[O:4])=[O:3]. The yield is 0.870. (3) The reactants are [CH2:1]([NH:3][C:4]1[C:9]([CH2:10][C:11]2[CH:16]=[C:15]([O:17][CH3:18])[C:14]([O:19][CH3:20])=[CH:13][C:12]=2[CH:21]([CH3:23])[CH3:22])=[CH:8][N:7]=[C:6](SC)[N:5]=1)[CH3:2].O.[CH2:27]1COCC1.O[O:33][S:34]([O-:36])=O.[K+]. The catalyst is O. The product is [CH2:1]([NH:3][C:4]1[C:9]([CH2:10][C:11]2[CH:16]=[C:15]([O:17][CH3:18])[C:14]([O:19][CH3:20])=[CH:13][C:12]=2[CH:21]([CH3:22])[CH3:23])=[CH:8][N:7]=[C:6]([S:34]([CH3:27])(=[O:36])=[O:33])[N:5]=1)[CH3:2]. The yield is 0.920. (4) The reactants are Br[C:2]1[CH:7]=[CH:6][CH:5]=[CH:4][C:3]=1[F:8].C(=O)=O.[Li]CCCC.CON(C)[C:20]([CH:22]1[CH2:27][CH2:26][O:25][CH2:24][CH2:23]1)=[O:21]. The catalyst is O1CCCC1.CC(C)=O. The product is [F:8][C:3]1[CH:4]=[CH:5][CH:6]=[CH:7][C:2]=1[C:20]([CH:22]1[CH2:27][CH2:26][O:25][CH2:24][CH2:23]1)=[O:21]. The yield is 0.750. (5) The reactants are [N+]([O-])([O-])=O.[Na+].[F:6][C:7]([F:18])([F:17])[C:8]1[CH:16]=[C:15]2[C:11]([CH:12]=[N:13][NH:14]2)=[CH:10][CH:9]=1.S(=O)(=O)(O)O.O.[NH3:25]. No catalyst specified. The product is [NH2:25][C:9]1[CH:10]=[C:11]2[C:15](=[CH:16][C:8]=1[C:7]([F:6])([F:17])[F:18])[NH:14][N:13]=[CH:12]2. The yield is 0.940. (6) The reactants are CS(O[C@@H:6]1[C@@H:11]([CH3:12])[CH2:10][C@@H:9]([C:13]2[CH:18]=[CH:17][N:16]=[CH:15][C:14]=2[NH:19][C:20]([O:22][C:23]([CH3:26])([CH3:25])[CH3:24])=[O:21])[CH2:8][C@H:7]1[NH:27][C:28]([O:30][C:31]([CH3:34])([CH3:33])[CH3:32])=[O:29])(=O)=O.[N-:35]=[N+:36]=[N-:37].[Na+]. The catalyst is CN(C=O)C. The product is [C:23]([O:22][C:20]([NH:19][C:14]1[CH:15]=[N:16][CH:17]=[CH:18][C:13]=1[C@H:9]1[CH2:8][C@@H:7]([NH:27][C:28](=[O:29])[O:30][C:31]([CH3:34])([CH3:33])[CH3:32])[C@@H:6]([N:35]=[N+:36]=[N-:37])[C@@H:11]([CH3:12])[CH2:10]1)=[O:21])([CH3:26])([CH3:25])[CH3:24].[C:23]([O:22][C:20]([NH:19][C:14]1[CH:15]=[N:16][CH:17]=[CH:18][C:13]=1[C@@H:9]1[CH2:8][C@H:7]([NH:27][C:28](=[O:29])[O:30][C:31]([CH3:34])([CH3:33])[CH3:32])[C@H:6]([N:35]=[N+:36]=[N-:37])[C@H:11]([CH3:12])[CH2:10]1)=[O:21])([CH3:26])([CH3:25])[CH3:24]. The yield is 0.210. (7) The yield is 0.818. The reactants are [Cl:1]Cl.[CH3:3][C:4]1[CH:9]=[CH:8][CH:7]=[C:6]([CH3:10])[C:5]=1[CH2:11][C:12]([OH:14])=[O:13].O. The product is [Cl:1][C:7]1[C:6]([CH3:10])=[C:5]([CH2:11][C:12]([OH:14])=[O:13])[C:4]([CH3:3])=[CH:9][CH:8]=1. The catalyst is C(O)(=O)C.